From a dataset of Reaction yield outcomes from USPTO patents with 853,638 reactions. Predict the reaction yield, written as a fraction of the theoretical maximum amount of product (1.0 means a 100% yield; for example, 0.34 means a 34% yield). (1) The reactants are [Br:1][C:2]1[C:3](Cl)=[N:4][CH:5]=[C:6]([N+:9]([O-:11])=[O:10])[C:7]=1[CH3:8].[CH3:13][OH:14].C[O-].[Na+]. The catalyst is O. The product is [Br:1][C:2]1[C:3]([O:14][CH3:13])=[N:4][CH:5]=[C:6]([N+:9]([O-:11])=[O:10])[C:7]=1[CH3:8]. The yield is 0.530. (2) The reactants are [C:1]([Cl:4])(=O)C.Br.[NH2:6][CH:7]([CH2:11][CH2:12][Br:13])[C:8]([OH:10])=[O:9]. The catalyst is CO. The product is [ClH:4].[Br:13][CH2:12][CH2:11][CH:7]([NH2:6])[C:8]([O:10][CH3:1])=[O:9]. The yield is 0.820. (3) The reactants are C([O-])([O-])=O.[Cs+].[Cs+].Br[C:8]1[CH:9]=[C:10]([C:15]2[N:16]=[N:17][N:18]([CH:20]([CH3:22])[CH3:21])[CH:19]=2)[C:11]([NH2:14])=[N:12][CH:13]=1.[Cl:23][C:24]1[CH:25]=[C:26](B(O)O)[CH:27]=[CH:28][C:29]=1[C:30]([N:32]1[CH2:37][CH2:36][O:35][CH2:34][CH2:33]1)=[O:31]. The catalyst is O1CCOCC1.O.C1C=CC([P]([Pd]([P](C2C=CC=CC=2)(C2C=CC=CC=2)C2C=CC=CC=2)([P](C2C=CC=CC=2)(C2C=CC=CC=2)C2C=CC=CC=2)[P](C2C=CC=CC=2)(C2C=CC=CC=2)C2C=CC=CC=2)(C2C=CC=CC=2)C2C=CC=CC=2)=CC=1. The product is [NH2:14][C:11]1[N:12]=[CH:13][C:8]([C:26]2[CH:27]=[CH:28][C:29]([C:30]([N:32]3[CH2:33][CH2:34][O:35][CH2:36][CH2:37]3)=[O:31])=[C:24]([Cl:23])[CH:25]=2)=[CH:9][C:10]=1[C:15]1[N:16]=[N:17][N:18]([CH:20]([CH3:22])[CH3:21])[CH:19]=1. The yield is 0.225. (4) The reactants are [CH:1]([C:3]1[CH:20]=[CH:19][C:6]2[S:7][C:8](B3OC(C)(C)C(C)(C)O3)=[CH:9][C:5]=2[CH:4]=1)=[O:2].I[C:22]1[C:30]2[C:25](=[N:26][CH:27]=[N:28][C:29]=2[NH2:31])[N:24]([CH:32]([CH3:34])[CH3:33])[N:23]=1.C([O-])([O-])=O.[Na+].[Na+]. The catalyst is CCO.COCCOC.C1C=CC([P]([Pd]([P](C2C=CC=CC=2)(C2C=CC=CC=2)C2C=CC=CC=2)([P](C2C=CC=CC=2)(C2C=CC=CC=2)C2C=CC=CC=2)[P](C2C=CC=CC=2)(C2C=CC=CC=2)C2C=CC=CC=2)(C2C=CC=CC=2)C2C=CC=CC=2)=CC=1. The product is [NH2:31][C:29]1[N:28]=[CH:27][N:26]=[C:25]2[N:24]([CH:32]([CH3:34])[CH3:33])[N:23]=[C:22]([C:8]3[S:7][C:6]4[CH:19]=[CH:20][C:3]([CH:1]=[O:2])=[CH:4][C:5]=4[CH:9]=3)[C:30]=12. The yield is 0.450. (5) The reactants are Cl[C:2]1[NH:3][C:4]([C:12]2[CH:17]=[CH:16][CH:15]=[CH:14][CH:13]=2)=[C:5]([F:11])[C:6]=1[C:7]([O:9][CH3:10])=[O:8].C(N(CC)CC)C. The catalyst is CO.[C].[Pd]. The product is [F:11][C:5]1[C:6]([C:7]([O:9][CH3:10])=[O:8])=[CH:2][NH:3][C:4]=1[C:12]1[CH:17]=[CH:16][CH:15]=[CH:14][CH:13]=1. The yield is 0.870. (6) The reactants are [CH:1]1([C:4]([N:6]2[CH2:10][CH2:9][C@@H:8]([CH2:11][C:12]3[N:13]([C:18]4[CH:23]=[CH:22][C:21](B5OC(C)(C)C(C)(C)O5)=[CH:20][CH:19]=4)[C:14](=[O:17])[NH:15][N:16]=3)[CH2:7]2)=[O:5])[CH2:3][CH2:2]1.Br[C:34]1[CH:35]=[C:36]2[C:40](=[CH:41][CH:42]=1)[CH2:39][CH2:38][CH2:37]2.C(=O)([O-])[O-].[K+].[K+]. The catalyst is O1CCOCC1.C1C=CC(P(C2C=CC=CC=2)[C-]2C=CC=C2)=CC=1.C1C=CC(P(C2C=CC=CC=2)[C-]2C=CC=C2)=CC=1.Cl[Pd]Cl.[Fe+2].ClCCl. The product is [CH:1]1([C:4]([N:6]2[CH2:10][CH2:9][C@@H:8]([CH2:11][C:12]3[N:13]([C:18]4[CH:23]=[CH:22][C:21]([C:34]5[CH:35]=[C:36]6[C:40](=[CH:41][CH:42]=5)[CH2:39][CH2:38][CH2:37]6)=[CH:20][CH:19]=4)[C:14](=[O:17])[NH:15][N:16]=3)[CH2:7]2)=[O:5])[CH2:2][CH2:3]1. The yield is 0.390. (7) The reactants are Cl.[NH:2]([C:4]1[CH:11]=[CH:10][C:7]([C:8]#[N:9])=[CH:6][CH:5]=1)[NH2:3].CN(C)/[CH:14]=[CH:15]/[C:16](=O)[CH:17](OC)[O:18]C.CC(=O)C.Cl. The catalyst is C(O)C. The product is [CH:17]([C:16]1[N:2]([C:4]2[CH:11]=[CH:10][C:7]([C:8]#[N:9])=[CH:6][CH:5]=2)[N:3]=[CH:14][CH:15]=1)=[O:18]. The yield is 0.340. (8) The reactants are [C:1]([C:5]1[CH:10]=[C:9]([C:11]([CH3:14])([CH3:13])[CH3:12])[CH:8]=[CH:7][C:6]=1[OH:15])([CH3:4])([CH3:3])[CH3:2].C(N(CC)CC)C.[CH2:23]([S:25](Cl)(=[O:27])=[O:26])[CH3:24]. The catalyst is C1(C)C=CC=CC=1.Cl. The product is [CH2:23]([S:25]([O:15][C:6]1[CH:7]=[CH:8][C:9]([C:11]([CH3:14])([CH3:13])[CH3:12])=[CH:10][C:5]=1[C:1]([CH3:4])([CH3:3])[CH3:2])(=[O:27])=[O:26])[CH3:24]. The yield is 0.700. (9) The reactants are COC(=O)[O:4][C:5]1[CH:10]=[C:9]([N+:11]([O-:13])=[O:12])[C:8]([C:14]([CH3:17])([CH3:16])[CH3:15])=[CH:7][C:6]=1[C:18]([CH3:21])([CH3:20])[CH3:19].COC(=O)OC1C([N+]([O-])=O)=CC(C(C)(C)C)=CC=1C(C)(C)C.[OH-].[K+].Cl. The catalyst is CO. The product is [C:18]([C:6]1[CH:7]=[C:8]([C:14]([CH3:16])([CH3:15])[CH3:17])[C:9]([N+:11]([O-:13])=[O:12])=[CH:10][C:5]=1[OH:4])([CH3:19])([CH3:20])[CH3:21]. The yield is 0.290.